Dataset: Peptide-MHC class II binding affinity with 134,281 pairs from IEDB. Task: Regression. Given a peptide amino acid sequence and an MHC pseudo amino acid sequence, predict their binding affinity value. This is MHC class II binding data. The peptide sequence is YTIDCDGSILGAAVND. The MHC is HLA-DQA10501-DQB10302 with pseudo-sequence HLA-DQA10501-DQB10302. The binding affinity (normalized) is 0.537.